Dataset: Peptide-MHC class I binding affinity with 185,985 pairs from IEDB/IMGT. Task: Regression. Given a peptide amino acid sequence and an MHC pseudo amino acid sequence, predict their binding affinity value. This is MHC class I binding data. (1) The MHC is HLA-B35:01 with pseudo-sequence HLA-B35:01. The binding affinity (normalized) is 0.0325. The peptide sequence is AVFKDSFLGK. (2) The peptide sequence is MVSIQWHAM. The MHC is HLA-A26:01 with pseudo-sequence HLA-A26:01. The binding affinity (normalized) is 0.239. (3) The peptide sequence is SVRDRLARL. The MHC is HLA-A02:06 with pseudo-sequence HLA-A02:06. The binding affinity (normalized) is 0.127. (4) The peptide sequence is YTYATRGIY. The MHC is BoLA-T2a with pseudo-sequence BoLA-T2a. The binding affinity (normalized) is 0.0641. (5) The peptide sequence is WMIRILIGF. The MHC is HLA-A23:01 with pseudo-sequence HLA-A23:01. The binding affinity (normalized) is 0.278. (6) The peptide sequence is IFLKPEETF. The MHC is HLA-B35:01 with pseudo-sequence HLA-B35:01. The binding affinity (normalized) is 0.0847.